From a dataset of Forward reaction prediction with 1.9M reactions from USPTO patents (1976-2016). Predict the product of the given reaction. (1) Given the reactants [C:1]([C:3]1[CH:8]=[CH:7][CH:6]=[CH:5][C:4]=1[OH:9])#[N:2].[CH2:10](Br)[C:11]1[CH:16]=[CH:15][CH:14]=[CH:13][CH:12]=1, predict the reaction product. The product is: [CH2:10]([O:9][C:4]1[CH:5]=[CH:6][CH:7]=[CH:8][C:3]=1[C:1]#[N:2])[C:11]1[CH:16]=[CH:15][CH:14]=[CH:13][CH:12]=1. (2) The product is: [CH3:1][O:2][C:3]([C:4]1[C:5]([N:13]2[CH2:17][CH2:16][C:15]([F:19])([F:18])[CH2:14]2)=[CH:6][C:7]2[N:11]([CH3:12])[C:37]([NH:36][C:35]3[C:34]([Cl:39])=[CH:33][CH:32]=[C:23]([CH2:24][NH:25][C:26](=[O:31])[C:27]([CH3:30])([CH3:29])[CH3:28])[C:22]=3[Cl:21])=[N:10][C:8]=2[CH:9]=1)=[O:20]. Given the reactants [CH3:1][O:2][C:3](=[O:20])[C:4]1[CH:9]=[C:8]([NH2:10])[C:7]([NH:11][CH3:12])=[CH:6][C:5]=1[N:13]1[CH2:17][CH2:16][C:15]([F:19])([F:18])[CH2:14]1.[Cl:21][C:22]1[C:35]([N:36]=[C:37]=S)=[C:34]([Cl:39])[CH:33]=[CH:32][C:23]=1[CH2:24][NH:25][C:26](=[O:31])[C:27]([CH3:30])([CH3:29])[CH3:28].CC(C)N=C=NC(C)C, predict the reaction product. (3) Given the reactants O[CH2:2][CH2:3][CH2:4][NH:5][C:6]1[CH2:10][S:9][C:8](=[O:11])[N:7]=1.C1(P(C2C=CC=CC=2)C2C=CC=CC=2)C=CC=CC=1.C1(C)C=CC=CC=1.N(C(OC(C)C)=O)=NC(OC(C)C)=O, predict the reaction product. The product is: [N:5]1[CH2:4][CH2:3][CH2:2][N:7]2[C:8](=[O:11])[S:9][CH2:10][C:6]=12. (4) Given the reactants [NH:1]1[C:9]2[CH2:8][CH2:7][CH2:6][CH2:5][C:4]=2[CH:3]=[C:2]1[C:10]([O:12][CH2:13][CH3:14])=[O:11].[H-].[Na+].Br[CH2:18][C:19]#[N:20], predict the reaction product. The product is: [C:19]([CH2:18][N:1]1[C:9]2[CH2:8][CH2:7][CH2:6][CH2:5][C:4]=2[CH:3]=[C:2]1[C:10]([O:12][CH2:13][CH3:14])=[O:11])#[N:20]. (5) Given the reactants [Li+].[CH3:2][CH:3]([N-]C(C)C)C.[CH3:9][O:10][C:11](=[O:23])[CH2:12][C:13]1[CH:14]=[C:15]2[C:20](=[CH:21][CH:22]=1)[N:19]=[CH:18][CH:17]=[CH:16]2.BrCCBr, predict the reaction product. The product is: [CH3:9][O:10][C:11]([C:12]1([C:13]2[CH:14]=[C:15]3[C:20](=[CH:21][CH:22]=2)[N:19]=[CH:18][CH:17]=[CH:16]3)[CH2:3][CH2:2]1)=[O:23].